Dataset: Reaction yield outcomes from USPTO patents with 853,638 reactions. Task: Predict the reaction yield, written as a fraction of the theoretical maximum amount of product (1.0 means a 100% yield; for example, 0.34 means a 34% yield). (1) The reactants are [Si:1]([O:18][CH2:19][CH2:20][N:21]([CH2:52][CH3:53])[C:22](=O)[CH2:23][C@@H:24]([NH:33][C:34]1[CH:39]=[CH:38][C:37]([S:40](=[O:43])(=[O:42])[NH2:41])=[CH:36][C:35]=1[S:44]([C:47]([F:50])([F:49])[F:48])(=[O:46])=[O:45])[CH2:25][S:26][C:27]1[CH:32]=[CH:31][CH:30]=[CH:29][CH:28]=1)([C:14]([CH3:17])([CH3:16])[CH3:15])([C:8]1[CH:13]=[CH:12][CH:11]=[CH:10][CH:9]=1)[C:2]1[CH:7]=[CH:6][CH:5]=[CH:4][CH:3]=1.B.C1COCC1. The catalyst is C1COCC1.N.CO. The product is [Si:1]([O:18][CH2:19][CH2:20][N:21]([CH2:52][CH3:53])[CH2:22][CH2:23][C@@H:24]([NH:33][C:34]1[CH:39]=[CH:38][C:37]([S:40]([NH2:41])(=[O:42])=[O:43])=[CH:36][C:35]=1[S:44]([C:47]([F:49])([F:50])[F:48])(=[O:45])=[O:46])[CH2:25][S:26][C:27]1[CH:32]=[CH:31][CH:30]=[CH:29][CH:28]=1)([C:14]([CH3:16])([CH3:15])[CH3:17])([C:2]1[CH:7]=[CH:6][CH:5]=[CH:4][CH:3]=1)[C:8]1[CH:9]=[CH:10][CH:11]=[CH:12][CH:13]=1. The yield is 0.480. (2) The reactants are [N:1]1[CH:6]=[CH:5][CH:4]=[CH:3][C:2]=1[O:7][C:8]1[CH:15]=[CH:14][C:11]([CH:12]=O)=[CH:10][CH:9]=1.[N+:16]([CH3:19])([O-:18])=[O:17].C([O-])(=O)C.[NH4+].C(O)(=O)C. The catalyst is O. The product is [N+:16](/[CH:19]=[CH:12]/[C:11]1[CH:14]=[CH:15][C:8]([O:7][C:2]2[CH:3]=[CH:4][CH:5]=[CH:6][N:1]=2)=[CH:9][CH:10]=1)([O-:18])=[O:17]. The yield is 0.870. (3) The reactants are [CH2:1]([O:5][C:6]1[CH:11]=[CH:10][CH:9]=[CH:8][C:7]=1[CH2:12][C:13]#N)[CH2:2][CH:3]=[CH2:4].[OH-:15].[Na+].[OH2:17]. The catalyst is CCO. The product is [CH2:1]([O:5][C:6]1[CH:11]=[CH:10][CH:9]=[CH:8][C:7]=1[CH2:12][C:13]([OH:17])=[O:15])[CH2:2][CH:3]=[CH2:4]. The yield is 0.890. (4) The reactants are C([O:3][C:4]([C:6]1([C:9]2[CH:14]=[CH:13][C:12]([C:15]3[CH:20]=[CH:19][C:18]([C:21]4[S:22][C:23]([Cl:37])=[CH:24][C:25]=4[NH:26][C:27]([O:29][C@@H:30]([C:32]4[CH:36]=[CH:35][S:34][CH:33]=4)[CH3:31])=[O:28])=[CH:17][CH:16]=3)=[CH:11][CH:10]=2)[CH2:8][CH2:7]1)=[O:5])C.[OH-].[Na+].Cl. The catalyst is C(O)(C)C. The product is [Cl:37][C:23]1[S:22][C:21]([C:18]2[CH:19]=[CH:20][C:15]([C:12]3[CH:11]=[CH:10][C:9]([C:6]4([C:4]([OH:5])=[O:3])[CH2:8][CH2:7]4)=[CH:14][CH:13]=3)=[CH:16][CH:17]=2)=[C:25]([NH:26][C:27]([O:29][C@@H:30]([C:32]2[CH:36]=[CH:35][S:34][CH:33]=2)[CH3:31])=[O:28])[CH:24]=1. The yield is 0.230. (5) The reactants are [CH2:1](O)[CH2:2][CH2:3][CH2:4][CH2:5][CH2:6][CH2:7][CH2:8][CH2:9][CH2:10][CH2:11][CH2:12][CH2:13][CH2:14][CH2:15][CH2:16][CH2:17][CH3:18].C1C=CC(P(C2C=CC=CC=2)C2C=CC=CC=2)=CC=1.C(Br)(Br)(Br)[Br:40]. The catalyst is C(Cl)Cl. The product is [CH2:1]([Br:40])[CH2:2][CH2:3][CH2:4][CH2:5][CH2:6][CH2:7][CH2:8][CH2:9][CH2:10][CH2:11][CH2:12][CH2:13][CH2:14][CH2:15][CH2:16][CH2:17][CH3:18]. The yield is 0.960. (6) The reactants are [Br:1][C:2]1[CH:7]=[CH:6][C:5]([CH2:8][C:9]([OH:11])=O)=[CH:4][CH:3]=1.[CH2:12]([C@@H:19]1[CH2:23][O:22][C:21](=[O:24])[NH:20]1)[C:13]1[CH:18]=[CH:17][CH:16]=[CH:15][CH:14]=1.C(N(CC)CC)C.C(Cl)(=O)C(C)(C)C. The yield is 0.830. The catalyst is C1(C)C=CC=CC=1. The product is [CH2:12]([C@@H:19]1[CH2:23][O:22][C:21](=[O:24])[N:20]1[C:9](=[O:11])[CH2:8][C:5]1[CH:4]=[CH:3][C:2]([Br:1])=[CH:7][CH:6]=1)[C:13]1[CH:14]=[CH:15][CH:16]=[CH:17][CH:18]=1. (7) The reactants are Br[C:2]1[CH:3]=[C:4]([CH:15]=[CH:16][C:17]=1[O:18][CH3:19])[CH2:5][N:6]1[C:14]2[C:9](=[CH:10][CH:11]=[CH:12][CH:13]=2)[CH:8]=[CH:7]1.[N+:20]([C:23]1[CH:24]=[C:25](B(O)O)[CH:26]=[CH:27][CH:28]=1)([O-:22])=[O:21].C(OCC)(=O)C. The catalyst is O1CCOCC1.C(=O)([O-])[O-].[Na+].[Na+].[Cl-].[Cl-].C1(P(C2C=CC=CC=2)C2C=CC=CC=2)C=CC=CC=1.C1(P(C2C=CC=CC=2)C2C=CC=CC=2)C=CC=CC=1.[Pd+2]. The product is [CH3:19][O:18][C:17]1[C:2]([C:27]2[CH:26]=[CH:25][CH:24]=[C:23]([N+:20]([O-:22])=[O:21])[CH:28]=2)=[CH:3][C:4]([CH2:5][N:6]2[C:14]3[C:9](=[CH:10][CH:11]=[CH:12][CH:13]=3)[CH:8]=[CH:7]2)=[CH:15][CH:16]=1. The yield is 0.170. (8) The reactants are [C:1]1([CH2:7][C:8](=O)[CH2:9][C:10]2[CH:15]=[CH:14][CH:13]=[CH:12][CH:11]=2)[CH:6]=[CH:5][CH:4]=[CH:3][CH:2]=1.B(Cl)([C@@H]1[C@@H](C)[C@H]2C(C)(C)[C@H](C2)C1)[C@@H]1[C@@H](C)[C@H]2C(C)(C)[C@H](C2)C1.[O:39]1CCCC1. No catalyst specified. The product is [C:1]1([C@H:7]([OH:39])[CH2:8][CH2:9][C:10]2[CH:15]=[CH:14][CH:13]=[CH:12][CH:11]=2)[CH:6]=[CH:5][CH:4]=[CH:3][CH:2]=1. The yield is 0.610. (9) The reactants are COC1C=C(C=C(OC)C=1)C=O.BrC1C=CC=CC=1.C([Li])CCC.O1[C:30]2[CH:31]=[CH:32][C:33]([CH:35]([C:37]3[CH:42]=[C:41]([O:43][CH3:44])[CH:40]=[C:39]([O:45][CH3:46])[CH:38]=3)[OH:36])=[CH:34][C:29]=2OCC1. No catalyst specified. The product is [CH3:46][O:45][C:39]1[CH:38]=[C:37]([CH:35]([C:33]2[CH:34]=[CH:29][CH:30]=[CH:31][CH:32]=2)[OH:36])[CH:42]=[C:41]([O:43][CH3:44])[CH:40]=1. The yield is 0.850.